Binary Classification. Given a T-cell receptor sequence (or CDR3 region) and an epitope sequence, predict whether binding occurs between them. From a dataset of TCR-epitope binding with 47,182 pairs between 192 epitopes and 23,139 TCRs. The epitope is TEKSNIIRGW. The TCR CDR3 sequence is CASSLQGGNEQFF. Result: 0 (the TCR does not bind to the epitope).